Dataset: Peptide-MHC class II binding affinity with 134,281 pairs from IEDB. Task: Regression. Given a peptide amino acid sequence and an MHC pseudo amino acid sequence, predict their binding affinity value. This is MHC class II binding data. The peptide sequence is KFIPALEAAVKQAYA. The MHC is DRB1_0701 with pseudo-sequence DRB1_0701. The binding affinity (normalized) is 0.240.